Dataset: Full USPTO retrosynthesis dataset with 1.9M reactions from patents (1976-2016). Task: Predict the reactants needed to synthesize the given product. (1) Given the product [F:39][C:40]([F:45])([F:44])[C:41]([OH:43])=[O:42].[F:1][C:2]1[CH:7]=[CH:6][C:5]([F:8])=[CH:4][C:3]=1[C@@H:9]1[C@@H:14]([NH2:15])[CH2:13][C@@H:12]([N:23]2[CH2:30][C:29]3[C:25](=[N:26][N:27]([S:31]([CH:34]4[CH2:38][CH2:37][CH2:36][CH2:35]4)(=[O:32])=[O:33])[CH:28]=3)[CH2:24]2)[CH2:11][O:10]1, predict the reactants needed to synthesize it. The reactants are: [F:1][C:2]1[CH:7]=[CH:6][C:5]([F:8])=[CH:4][C:3]=1[C@@H:9]1[C@@H:14]([NH:15]C(=O)OC(C)(C)C)[CH2:13][C@@H:12]([N:23]2[CH2:30][C:29]3[C:25](=[N:26][N:27]([S:31]([CH:34]4[CH2:38][CH2:37][CH2:36][CH2:35]4)(=[O:33])=[O:32])[CH:28]=3)[CH2:24]2)[CH2:11][O:10]1.[F:39][C:40]([F:45])([F:44])[C:41]([OH:43])=[O:42]. (2) The reactants are: Cl.[N:2]1([CH:15]2[CH2:20][CH2:19][CH2:18][NH:17][CH2:16]2)[C:13]2=[C:14]3[C:9](=[CH:10][CH:11]=[CH:12]2)[CH:8]=[N:7][CH:6]=[C:5]3[CH2:4][CH2:3]1.Br[CH2:22][C:23]#[N:24]. Given the product [N:2]1([CH:15]2[CH2:20][CH2:19][CH2:18][N:17]([CH2:22][C:23]#[N:24])[CH2:16]2)[C:13]2=[C:14]3[C:9](=[CH:10][CH:11]=[CH:12]2)[CH:8]=[N:7][CH:6]=[C:5]3[CH2:4][CH2:3]1, predict the reactants needed to synthesize it. (3) Given the product [O:16]=[C:14]1[CH2:15][CH:12]([CH2:11][CH2:10][C:9]([OH:17])=[O:8])[CH2:13]1, predict the reactants needed to synthesize it. The reactants are: C([O:8][C:9](=[O:17])[CH2:10][CH2:11][CH:12]1[CH2:15][C:14](=[O:16])[CH2:13]1)C1C=CC=CC=1.N#N. (4) Given the product [C:17]([O:16][C:14](=[O:15])[NH:28][CH2:27][CH2:26][CH2:25][Br:24])([CH3:18])([CH3:19])[CH3:20], predict the reactants needed to synthesize it. The reactants are: C([O-])(O)=O.[Na+].[C:17]([O:16][C:14](O[C:14]([O:16][C:17]([CH3:20])([CH3:19])[CH3:18])=[O:15])=[O:15])([CH3:20])([CH3:19])[CH3:18].[K+].[Br-].[Br-].[Br:24][CH2:25][CH2:26][CH2:27][NH3+:28].